From a dataset of NCI-60 drug combinations with 297,098 pairs across 59 cell lines. Regression. Given two drug SMILES strings and cell line genomic features, predict the synergy score measuring deviation from expected non-interaction effect. (1) Drug 1: CC=C1C(=O)NC(C(=O)OC2CC(=O)NC(C(=O)NC(CSSCCC=C2)C(=O)N1)C(C)C)C(C)C. Drug 2: C1=NC(=NC(=O)N1C2C(C(C(O2)CO)O)O)N. Cell line: DU-145. Synergy scores: CSS=56.6, Synergy_ZIP=-2.10, Synergy_Bliss=-0.498, Synergy_Loewe=-11.3, Synergy_HSA=-0.0857. (2) Drug 1: CNC(=O)C1=CC=CC=C1SC2=CC3=C(C=C2)C(=NN3)C=CC4=CC=CC=N4. Drug 2: CC=C1C(=O)NC(C(=O)OC2CC(=O)NC(C(=O)NC(CSSCCC=C2)C(=O)N1)C(C)C)C(C)C. Cell line: K-562. Synergy scores: CSS=41.9, Synergy_ZIP=0.374, Synergy_Bliss=3.15, Synergy_Loewe=-10.9, Synergy_HSA=4.10. (3) Drug 1: CC12CCC(CC1=CCC3C2CCC4(C3CC=C4C5=CN=CC=C5)C)O. Drug 2: CCC1=C2CN3C(=CC4=C(C3=O)COC(=O)C4(CC)O)C2=NC5=C1C=C(C=C5)O. Cell line: NCIH23. Synergy scores: CSS=31.7, Synergy_ZIP=2.28, Synergy_Bliss=3.07, Synergy_Loewe=-2.63, Synergy_HSA=3.11.